From a dataset of TCR-epitope binding with 47,182 pairs between 192 epitopes and 23,139 TCRs. Binary Classification. Given a T-cell receptor sequence (or CDR3 region) and an epitope sequence, predict whether binding occurs between them. (1) The epitope is KRWIIMGLNK. The TCR CDR3 sequence is CASSLDPGSHEQYF. Result: 0 (the TCR does not bind to the epitope). (2) The epitope is SEETGTLIV. The TCR CDR3 sequence is CASSPVAGGPYEQYF. Result: 1 (the TCR binds to the epitope). (3) The epitope is HTDFSSEIIGY. The TCR CDR3 sequence is CASSSGLEGGELFF. Result: 0 (the TCR does not bind to the epitope). (4) The epitope is RIFTIGTVTLK. The TCR CDR3 sequence is CASSQAGAGEQYF. Result: 1 (the TCR binds to the epitope). (5) The epitope is IVTDFSVIK. The TCR CDR3 sequence is CASSQGTGPVGTGELFF. Result: 1 (the TCR binds to the epitope).